From a dataset of Forward reaction prediction with 1.9M reactions from USPTO patents (1976-2016). Predict the product of the given reaction. (1) Given the reactants [F:1][C:2]([F:44])([F:43])[C:3]1[CH:4]=[C:5]([CH:36]=[C:37]([C:39]([F:42])([F:41])[F:40])[CH:38]=1)[CH2:6][N:7]([CH2:14][C:15]1[C:16]([N:27]([CH2:30][CH:31]2[CH2:35][CH2:34][CH2:33][CH2:32]2)[CH2:28][CH3:29])=[N:17][CH:18]=[C:19]([C:21]#[C:22][Si](C)(C)C)[CH:20]=1)[C:8]1[N:9]=[N:10][N:11]([CH3:13])[N:12]=1.[F-].C([N+](CCCC)(CCCC)CCCC)CCC.O, predict the reaction product. The product is: [F:43][C:2]([F:1])([F:44])[C:3]1[CH:4]=[C:5]([CH:36]=[C:37]([C:39]([F:42])([F:41])[F:40])[CH:38]=1)[CH2:6][N:7]([CH2:14][C:15]1[C:16]([N:27]([CH2:30][CH:31]2[CH2:32][CH2:33][CH2:34][CH2:35]2)[CH2:28][CH3:29])=[N:17][CH:18]=[C:19]([C:21]#[CH:22])[CH:20]=1)[C:8]1[N:9]=[N:10][N:11]([CH3:13])[N:12]=1. (2) Given the reactants [CH3:1][O:2][C:3](=[O:18])[C@@H:4]([O:15][CH2:16][CH3:17])[CH2:5][C:6]1[CH:11]=[CH:10][C:9]([OH:12])=[CH:8][C:7]=1[CH2:13][CH3:14].Cl[CH2:20][C:21]1[N:22]=[C:23]([C:27]2[CH:32]=[CH:31][CH:30]=[CH:29][C:28]=2[CH3:33])[O:24][C:25]=1[CH3:26].C(=O)([O-])[O-].[Cs+].[Cs+].[I-].[K+], predict the reaction product. The product is: [CH3:1][O:2][C:3](=[O:18])[C@@H:4]([O:15][CH2:16][CH3:17])[CH2:5][C:6]1[CH:11]=[CH:10][C:9]([O:12][CH2:20][C:21]2[N:22]=[C:23]([C:27]3[CH:32]=[CH:31][CH:30]=[CH:29][C:28]=3[CH3:33])[O:24][C:25]=2[CH3:26])=[CH:8][C:7]=1[CH2:13][CH3:14]. (3) The product is: [CH3:9][NH:8][C:6](=[O:7])[C:5]1[CH:4]=[CH:3][C:2]([NH:1][C:13]2[CH:22]=[C:21]([N:23]3[CH:27]=[CH:26][C:25]([C:28]([F:31])([F:29])[F:30])=[N:24]3)[C:20]3[C:15](=[CH:16][CH:17]=[CH:18][CH:19]=3)[N:14]=2)=[CH:11][CH:10]=1. Given the reactants [NH2:1][C:2]1[CH:11]=[CH:10][C:5]([C:6]([NH:8][CH3:9])=[O:7])=[CH:4][CH:3]=1.Cl[C:13]1[CH:22]=[C:21]([N:23]2[CH:27]=[CH:26][C:25]([C:28]([F:31])([F:30])[F:29])=[N:24]2)[C:20]2[C:15](=[CH:16][CH:17]=[CH:18][CH:19]=2)[N:14]=1, predict the reaction product.